From a dataset of NCI-60 drug combinations with 297,098 pairs across 59 cell lines. Regression. Given two drug SMILES strings and cell line genomic features, predict the synergy score measuring deviation from expected non-interaction effect. (1) Drug 1: C#CCC(CC1=CN=C2C(=N1)C(=NC(=N2)N)N)C3=CC=C(C=C3)C(=O)NC(CCC(=O)O)C(=O)O. Drug 2: C(CC(=O)O)C(=O)CN.Cl. Cell line: RXF 393. Synergy scores: CSS=14.1, Synergy_ZIP=-9.85, Synergy_Bliss=-7.65, Synergy_Loewe=-22.8, Synergy_HSA=-7.76. (2) Drug 1: CC=C1C(=O)NC(C(=O)OC2CC(=O)NC(C(=O)NC(CSSCCC=C2)C(=O)N1)C(C)C)C(C)C. Drug 2: CCC1(C2=C(COC1=O)C(=O)N3CC4=CC5=C(C=CC(=C5CN(C)C)O)N=C4C3=C2)O.Cl. Cell line: UACC62. Synergy scores: CSS=83.4, Synergy_ZIP=1.22, Synergy_Bliss=2.50, Synergy_Loewe=0.298, Synergy_HSA=4.02. (3) Drug 1: C(=O)(N)NO. Drug 2: CN(C(=O)NC(C=O)C(C(C(CO)O)O)O)N=O. Cell line: HOP-92. Synergy scores: CSS=4.87, Synergy_ZIP=-0.514, Synergy_Bliss=2.75, Synergy_Loewe=1.61, Synergy_HSA=1.36. (4) Drug 1: CC1C(C(=O)NC(C(=O)N2CCCC2C(=O)N(CC(=O)N(C(C(=O)O1)C(C)C)C)C)C(C)C)NC(=O)C3=C4C(=C(C=C3)C)OC5=C(C(=O)C(=C(C5=N4)C(=O)NC6C(OC(=O)C(N(C(=O)CN(C(=O)C7CCCN7C(=O)C(NC6=O)C(C)C)C)C)C(C)C)C)N)C. Drug 2: COCCOC1=C(C=C2C(=C1)C(=NC=N2)NC3=CC=CC(=C3)C#C)OCCOC.Cl. Cell line: SK-OV-3. Synergy scores: CSS=7.35, Synergy_ZIP=-4.92, Synergy_Bliss=0.0454, Synergy_Loewe=-1.78, Synergy_HSA=-1.53. (5) Drug 1: CCC1=CC2CC(C3=C(CN(C2)C1)C4=CC=CC=C4N3)(C5=C(C=C6C(=C5)C78CCN9C7C(C=CC9)(C(C(C8N6C)(C(=O)OC)O)OC(=O)C)CC)OC)C(=O)OC.C(C(C(=O)O)O)(C(=O)O)O. Drug 2: C1=CC=C(C=C1)NC(=O)CCCCCCC(=O)NO. Cell line: OVCAR3. Synergy scores: CSS=65.9, Synergy_ZIP=-2.77, Synergy_Bliss=-1.07, Synergy_Loewe=-10.9, Synergy_HSA=0.131. (6) Drug 1: CCCS(=O)(=O)NC1=C(C(=C(C=C1)F)C(=O)C2=CNC3=C2C=C(C=N3)C4=CC=C(C=C4)Cl)F. Drug 2: CCC1(C2=C(COC1=O)C(=O)N3CC4=CC5=C(C=CC(=C5CN(C)C)O)N=C4C3=C2)O.Cl. Cell line: SK-OV-3. Synergy scores: CSS=4.45, Synergy_ZIP=1.02, Synergy_Bliss=3.33, Synergy_Loewe=-15.8, Synergy_HSA=2.60. (7) Drug 1: C1=CC(=CC=C1CCCC(=O)O)N(CCCl)CCCl. Cell line: SF-268. Synergy scores: CSS=50.3, Synergy_ZIP=-2.26, Synergy_Bliss=-2.37, Synergy_Loewe=-4.00, Synergy_HSA=1.22. Drug 2: C1CC(C1)(C(=O)O)C(=O)O.[NH2-].[NH2-].[Pt+2]. (8) Drug 1: CC1C(C(=O)NC(C(=O)N2CCCC2C(=O)N(CC(=O)N(C(C(=O)O1)C(C)C)C)C)C(C)C)NC(=O)C3=C4C(=C(C=C3)C)OC5=C(C(=O)C(=C(C5=N4)C(=O)NC6C(OC(=O)C(N(C(=O)CN(C(=O)C7CCCN7C(=O)C(NC6=O)C(C)C)C)C)C(C)C)C)N)C. Drug 2: CC1CCC2CC(C(=CC=CC=CC(CC(C(=O)C(C(C(=CC(C(=O)CC(OC(=O)C3CCCCN3C(=O)C(=O)C1(O2)O)C(C)CC4CCC(C(C4)OC)OCCO)C)C)O)OC)C)C)C)OC. Cell line: HCT-15. Synergy scores: CSS=-1.77, Synergy_ZIP=2.45, Synergy_Bliss=3.13, Synergy_Loewe=-3.49, Synergy_HSA=-3.23.